From a dataset of Full USPTO retrosynthesis dataset with 1.9M reactions from patents (1976-2016). Predict the reactants needed to synthesize the given product. (1) Given the product [Cl:1][C:2]1[CH:3]=[CH:4][C:5]([O:21][CH2:22][C:23]([N:25]2[CH2:30][C@H:29]([CH3:31])[N:28]([CH2:32][C:33]3[CH:34]=[CH:35][C:36]([F:39])=[CH:37][CH:38]=3)[CH2:27][C@H:26]2[CH3:40])=[O:24])=[C:6]([S:8]([NH:11][C:12](=[O:20])[C:13]([OH:16])([CH3:14])[CH3:15])(=[O:10])=[O:9])[CH:7]=1, predict the reactants needed to synthesize it. The reactants are: [Cl:1][C:2]1[CH:3]=[CH:4][C:5]([O:21][CH2:22][C:23]([N:25]2[CH2:30][C@H:29]([CH3:31])[N:28]([CH2:32][C:33]3[CH:38]=[CH:37][C:36]([F:39])=[CH:35][CH:34]=3)[CH2:27][C@H:26]2[CH3:40])=[O:24])=[C:6]([S:8]([NH:11][C:12](=[O:20])[C:13]([O:16]C(=O)C)([CH3:15])[CH3:14])(=[O:10])=[O:9])[CH:7]=1.O.[OH-].[Li+]. (2) The reactants are: [S-:1][C:2]#[N:3].[Na+].[Cl-].[CH2:6]([N+:8]1([CH2:13][O:14][CH3:15])[CH2:12][CH2:11][CH2:10][CH2:9]1)[CH3:7]. Given the product [S-:1][C:2]#[N:3].[CH2:6]([N+:8]1([CH2:13][O:14][CH3:15])[CH2:12][CH2:11][CH2:10][CH2:9]1)[CH3:7], predict the reactants needed to synthesize it.